This data is from Forward reaction prediction with 1.9M reactions from USPTO patents (1976-2016). The task is: Predict the product of the given reaction. (1) The product is: [Cl:20][C:17]1[CH:18]=[CH:19][C:14]([C:12]2[N:13]=[C:8]([C:6]([O:5][C:1]([CH3:2])([CH3:3])[CH3:4])=[O:7])[C:9]([C:28]([NH:31][N:32]3[CH2:37][CH2:36][CH2:35][CH2:34][CH2:33]3)=[O:29])=[N:10][C:11]=2[C:21]2[CH:22]=[CH:23][C:24]([CH3:27])=[CH:25][CH:26]=2)=[CH:15][CH:16]=1. Given the reactants [C:1]([O:5][C:6]([C:8]1[C:9]([C:28](O)=[O:29])=[N:10][C:11]([C:21]2[CH:26]=[CH:25][C:24]([CH3:27])=[CH:23][CH:22]=2)=[C:12]([C:14]2[CH:19]=[CH:18][C:17]([Cl:20])=[CH:16][CH:15]=2)[N:13]=1)=[O:7])([CH3:4])([CH3:3])[CH3:2].[NH2:31][N:32]1[CH2:37][CH2:36][CH2:35][CH2:34][CH2:33]1.C(N(CC)CC)C.F[P-](F)(F)(F)(F)F.N1(O[P+](N2CCCC2)(N2CCCC2)N2CCCC2)C2C=CC=CC=2N=N1, predict the reaction product. (2) Given the reactants CC1(C)S[C@@H]2[C@H](NC([C@H](N)C3C=CC=CC=3)=O)C(=O)N2[C@H]1C(O)=O.O=C[C@@H]([C@H]([C@@H]([C@@H](CO)O)O)O)O.[C:37]([NH:45][CH2:46][CH:47]([C:52](=[O:54])[CH3:53])[C:48]([O:50][CH3:51])=[O:49])(=[O:44])[C:38]1[CH:43]=[CH:42][CH:41]=[CH:40][CH:39]=1.[OH-].[Na+], predict the reaction product. The product is: [C:37]([NH:45][CH2:46][C@@H:47]([C@H:52]([OH:54])[CH3:53])[C:48]([O:50][CH3:51])=[O:49])(=[O:44])[C:38]1[CH:39]=[CH:40][CH:41]=[CH:42][CH:43]=1. (3) The product is: [C:4]([O:3][C:1]([N:8]1[CH2:13][CH2:12][CH:11]([O:14][C:23]2[CH:22]=[CH:21][C:20]([O:19][C:18]([F:17])([F:28])[F:29])=[CH:27][CH:26]=2)[CH2:10][CH2:9]1)=[O:2])([CH3:7])([CH3:6])[CH3:5]. Given the reactants [C:1]([N:8]1[CH2:13][CH2:12][CH:11]([OH:14])[CH2:10][CH2:9]1)([O:3][C:4]([CH3:7])([CH3:6])[CH3:5])=[O:2].[H-].[Na+].[F:17][C:18]([F:29])([F:28])[O:19][C:20]1[CH:27]=[CH:26][C:23](CBr)=[CH:22][CH:21]=1, predict the reaction product. (4) Given the reactants [CH3:1][O:2][C:3](=[O:14])[C:4]1[CH:9]=[CH:8][C:7](F)=[C:6]([N+:11]([O-:13])=[O:12])[CH:5]=1.CCN(C(C)C)C(C)C.[NH2:24][CH2:25][CH2:26][OH:27], predict the reaction product. The product is: [CH3:1][O:2][C:3](=[O:14])[C:4]1[CH:9]=[CH:8][C:7]([NH:24][CH2:25][CH2:26][OH:27])=[C:6]([N+:11]([O-:13])=[O:12])[CH:5]=1. (5) Given the reactants [Br:1][C:2]1[CH:3]=[N:4][N:5]([CH2:7]O)[CH:6]=1.S(Cl)([Cl:11])=O, predict the reaction product. The product is: [ClH:11].[Br:1][C:2]1[CH:3]=[N:4][N:5]([CH2:7][Cl:11])[CH:6]=1. (6) Given the reactants [O:1]=[C:2]1[C:7]([CH2:8][C:9]2[CH:14]=[CH:13][C:12]([C:15]3[C:16]([C:21]#[N:22])=[CH:17][CH:18]=[CH:19][CH:20]=3)=[CH:11][CH:10]=2)=[C:6]([CH2:23][CH2:24][CH3:25])[N:5]2[N:26]=[CH:27][N:28]=[C:4]2[N:3]1[C@H:29]1[CH2:34][CH2:33][C@H:32]([O:35][CH2:36][C:37](=[O:39])[CH3:38])[CH2:31][CH2:30]1.[CH:40](N(CC)C(C)C)(C)C.FC(F)(F)S(O[Si:55]([C:58]([CH3:61])([CH3:60])[CH3:59])([CH3:57])[CH3:56])(=O)=O.C(=O)([O-])O.[Na+].C([Zn]CC)C.ClCI.[Cl-].[NH4+], predict the reaction product. The product is: [Si:55]([O:39][C:37]1([CH2:36][O:35][C@H:32]2[CH2:31][CH2:30][C@H:29]([N:3]3[C:2](=[O:1])[C:7]([CH2:8][C:9]4[CH:14]=[CH:13][C:12]([C:15]5[C:16]([C:21]#[N:22])=[CH:17][CH:18]=[CH:19][CH:20]=5)=[CH:11][CH:10]=4)=[C:6]([CH2:23][CH2:24][CH3:25])[N:5]4[N:26]=[CH:27][N:28]=[C:4]34)[CH2:34][CH2:33]2)[CH2:40][CH2:38]1)([C:58]([CH3:61])([CH3:60])[CH3:59])([CH3:57])[CH3:56]. (7) The product is: [CH3:31][N:32]([CH2:28][C:24]1[N:13]2[CH:14]=[C:15]([N:17]3[CH:22]=[CH:21][CH:20]=[CH:19][C:18]3=[O:23])[CH:16]=[C:11]([NH:10][CH2:9][C:3]3[C:4]([CH3:8])=[CH:5][CH:6]=[CH:7][C:2]=3[CH3:1])[C:12]2=[N:26][C:25]=1[CH3:27])[CH3:33]. Given the reactants [CH3:1][C:2]1[CH:7]=[CH:6][CH:5]=[C:4]([CH3:8])[C:3]=1[CH2:9][NH:10][C:11]1[C:12]2[N:13]([CH:24]=[C:25]([CH3:27])[N:26]=2)[CH:14]=[C:15]([N:17]2[CH:22]=[CH:21][CH:20]=[CH:19][C:18]2=[O:23])[CH:16]=1.[CH2:28]=O.Cl.[CH3:31][NH:32][CH3:33], predict the reaction product. (8) Given the reactants C[N:2](C)/[CH:3]=[CH:4]/[C:5]([C:7]1[C:12](=[O:13])[CH:11]=[CH:10][N:9]([C:14]2[CH:19]=[CH:18][CH:17]=[C:16]([O:20][C:21]([F:24])([F:23])[F:22])[CH:15]=2)[N:8]=1)=O.[N:26]1[CH:31]=[CH:30][CH:29]=[CH:28][C:27]=1[NH:32]N, predict the reaction product. The product is: [N:26]1[CH:31]=[CH:30][CH:29]=[CH:28][C:27]=1[N:32]1[C:5]([C:7]2[C:12](=[O:13])[CH:11]=[CH:10][N:9]([C:14]3[CH:19]=[CH:18][CH:17]=[C:16]([O:20][C:21]([F:24])([F:23])[F:22])[CH:15]=3)[N:8]=2)=[CH:4][CH:3]=[N:2]1. (9) Given the reactants [OH:1][C:2]1[CH:3]=[CH:4][C:5]([N+:12]([O-:14])=[O:13])=[C:6]([CH:11]=1)[C:7]([O:9][CH3:10])=[O:8].Br[CH2:16][CH2:17][CH2:18][Cl:19], predict the reaction product. The product is: [Cl:19][CH2:18][CH2:17][CH2:16][O:1][C:2]1[CH:3]=[CH:4][C:5]([N+:12]([O-:14])=[O:13])=[C:6]([CH:11]=1)[C:7]([O:9][CH3:10])=[O:8].